Dataset: Full USPTO retrosynthesis dataset with 1.9M reactions from patents (1976-2016). Task: Predict the reactants needed to synthesize the given product. (1) Given the product [CH3:5][N:6]1[CH:10]=[CH:9][CH:8]=[C:7]1[C:11]1[CH:23]=[CH:22][C:14]([C:15]([OH:17])=[O:16])=[C:13]([NH:24][C:25]([C:27]2[CH:28]=[N:29][CH:30]=[C:31]([C:33]3[CH:38]=[CH:37][CH:36]=[CH:35][CH:34]=3)[CH:32]=2)=[O:26])[CH:12]=1, predict the reactants needed to synthesize it. The reactants are: CO.[OH-].[Na+].[CH3:5][N:6]1[CH:10]=[CH:9][CH:8]=[C:7]1[C:11]1[CH:23]=[CH:22][C:14]([C:15]([O:17]C(C)(C)C)=[O:16])=[C:13]([NH:24][C:25]([C:27]2[CH:28]=[N:29][CH:30]=[C:31]([C:33]3[CH:38]=[CH:37][CH:36]=[CH:35][CH:34]=3)[CH:32]=2)=[O:26])[CH:12]=1.C(O)(=O)CC(CC(O)=O)(C(O)=O)O. (2) Given the product [C:1]1([C:7]2[NH:8][C:9]3[C:14]([C:15]=2[CH:16]=[N:22][NH:23][C:24](=[NH:25])[NH2:26])=[CH:13][CH:12]=[CH:11][CH:10]=3)[CH:6]=[CH:5][CH:4]=[CH:3][CH:2]=1, predict the reactants needed to synthesize it. The reactants are: [C:1]1([C:7]2[NH:8][C:9]3[C:14]([C:15]=2[CH:16]=O)=[CH:13][CH:12]=[CH:11][CH:10]=3)[CH:6]=[CH:5][CH:4]=[CH:3][CH:2]=1.C(=O)(O)O.[NH2:22][NH:23][C:24]([NH2:26])=[NH:25]. (3) Given the product [N:24]1([C:29]2[CH:30]=[C:31]([C:32]([N:43]3[CH2:44][CH2:45][C:40]([F:47])([F:39])[C@@H:41]([OH:46])[CH2:42]3)=[O:34])[CH:35]=[CH:36][CH:37]=2)[CH:28]=[CH:27][N:26]=[N:25]1, predict the reactants needed to synthesize it. The reactants are: C(Cl)CCl.C1C=NC2N(O)N=NC=2C=1.CCN(C(C)C)C(C)C.[N:24]1([C:29]2[CH:30]=[C:31]([CH:35]=[CH:36][CH:37]=2)[C:32]([OH:34])=O)[CH:28]=[CH:27][N:26]=[N:25]1.Cl.[F:39][C:40]1([F:47])[CH2:45][CH2:44][NH:43][CH2:42][C@@H:41]1[OH:46]. (4) Given the product [OH:1][C:2]1[C:9]([OH:10])=[CH:8][C:5]([C:6]#[N:7])=[C:4]([S:12][C:13]2[CH:18]=[CH:17][CH:16]=[CH:15][CH:14]=2)[C:3]=1[C:19]#[N:20], predict the reactants needed to synthesize it. The reactants are: [OH:1][C:2]1[C:9]([O:10]C)=[CH:8][C:5]([C:6]#[N:7])=[C:4]([S:12][C:13]2[CH:18]=[CH:17][CH:16]=[CH:15][CH:14]=2)[C:3]=1[C:19]#[N:20].B(Br)(Br)Br. (5) Given the product [CH2:9]([O:8][C:1](=[O:7])[C:2](=[O:4])[CH:16]([C:15](=[O:21])[C:22]1[CH:27]=[CH:26][CH:25]=[CH:24][CH:23]=1)[CH2:17][CH2:18][CH2:19][CH3:20])[CH3:10], predict the reactants needed to synthesize it. The reactants are: [C:1]([O:8][CH2:9][CH3:10])(=[O:7])[C:2]([O:4]CC)=O.[O-]CC.[Na+].[C:15]([C:22]1[CH:27]=[CH:26][CH:25]=[CH:24][CH:23]=1)(=[O:21])[CH2:16][CH2:17][CH2:18][CH2:19][CH3:20].